This data is from Full USPTO retrosynthesis dataset with 1.9M reactions from patents (1976-2016). The task is: Predict the reactants needed to synthesize the given product. (1) The reactants are: C(N(C(C)C)CC)(C)C.[CH3:10][O:11][CH2:12]Cl.[CH:14]1([C:17]2[CH:22]=[CH:21][C:20]([OH:23])=[CH:19][CH:18]=2)[CH2:16][CH2:15]1.O. Given the product [CH:14]1([C:17]2[CH:22]=[CH:21][C:20]([O:23][CH2:10][O:11][CH3:12])=[CH:19][CH:18]=2)[CH2:16][CH2:15]1, predict the reactants needed to synthesize it. (2) Given the product [NH2:32][C:33]1[N:34]=[C:35]([N:48]2[C@H:49]([CH3:55])[CH2:50][CH2:51][C@H:52]([NH:54][C:8](=[O:10])[CH2:7][C:1]3[CH:2]=[CH:3][CH:4]=[CH:5][CH:6]=3)[CH2:53]2)[CH:36]=[C:37]([C:39]2[CH:46]=[CH:45][C:42]([C:43]#[N:44])=[C:41]([F:47])[CH:40]=2)[N:38]=1, predict the reactants needed to synthesize it. The reactants are: [C:1]1([CH2:7][C:8]([OH:10])=O)[CH:6]=[CH:5][CH:4]=[CH:3][CH:2]=1.C(Cl)CCl.C1C=CC2N(O)N=NC=2C=1.CN1CCOCC1.[NH2:32][C:33]1[N:38]=[C:37]([C:39]2[CH:46]=[CH:45][C:42]([C:43]#[N:44])=[C:41]([F:47])[CH:40]=2)[CH:36]=[C:35]([N:48]2[CH2:53][C@@H:52]([NH2:54])[CH2:51][CH2:50][C@H:49]2[CH3:55])[N:34]=1. (3) The reactants are: [F:1][C:2]1[CH:3]=[C:4]([Mg]Br)[CH:5]=[C:6]([F:9])[C:7]=1[F:8].Br[C:13]1C=C(F)C(F)=C(F)C=1.[Mg].O=[C:24]1[N:29](C(O)=O)[C@@H:28]([C:33]([OH:35])=[O:34])[CH2:27][CH2:26][CH2:25]1. Given the product [CH3:13][O:35][C:33]([C@H:28]1[CH2:27][CH2:26][CH2:25][C@@H:24]([C:4]2[CH:3]=[C:2]([F:1])[C:7]([F:8])=[C:6]([F:9])[CH:5]=2)[NH:29]1)=[O:34], predict the reactants needed to synthesize it. (4) Given the product [CH3:24][S:25]([C:28]1[CH:33]=[CH:32][C:31]([C:2]2[CH:7]=[CH:6][C:5]([C:8]3[O:9][C:10]([CH3:23])=[C:11]([CH2:13][CH2:14][N:15]4[CH2:19][CH2:18][CH2:17][C@@H:16]4[CH2:20][O:21][CH3:22])[N:12]=3)=[CH:4][CH:3]=2)=[CH:30][CH:29]=1)(=[O:27])=[O:26], predict the reactants needed to synthesize it. The reactants are: Br[C:2]1[CH:7]=[CH:6][C:5]([C:8]2[O:9][C:10]([CH3:23])=[C:11]([CH2:13][CH2:14][N:15]3[CH2:19][CH2:18][CH2:17][C@@H:16]3[CH2:20][O:21][CH3:22])[N:12]=2)=[CH:4][CH:3]=1.[CH3:24][S:25]([C:28]1[CH:33]=[CH:32][C:31](B(O)O)=[CH:30][CH:29]=1)(=[O:27])=[O:26].